This data is from Forward reaction prediction with 1.9M reactions from USPTO patents (1976-2016). The task is: Predict the product of the given reaction. (1) Given the reactants [Br:1][C:2]1[CH:3]=[C:4]([OH:9])[CH:5]=[CH:6][C:7]=1[F:8].C(=O)([O-])[O-].[K+].[K+].[CH3:16][O:17][C:18]1[CH:25]=[CH:24][C:21]([CH2:22]Cl)=[CH:20][CH:19]=1, predict the reaction product. The product is: [Br:1][C:2]1[CH:3]=[C:4]([O:9][CH2:22][C:21]2[CH:24]=[CH:25][C:18]([O:17][CH3:16])=[CH:19][CH:20]=2)[CH:5]=[CH:6][C:7]=1[F:8]. (2) Given the reactants [CH2:1]([O:4][C:5]1[CH:10]=[CH:9][C:8]([C:11]2[O:15][N:14]=[C:13]([C:16]3[CH:17]=[CH:18][C:19]4[O:23][C:22]([C:24]5([NH:32]C(=O)OC(C)(C)C)[CH2:29][O:28]C(C)(C)[O:26][CH2:25]5)=[CH:21][C:20]=4[CH:40]=3)[N:12]=2)=[CH:7][C:6]=1[O:41][CH3:42])[CH2:2][CH3:3].ClC1C=C(C2ON=C(C3C=CC4OC(C5(NC(=O)OC(C)(C)C)COC(C)(C)OC5)=CC=4C=3)N=2)C=CC=1OCCC, predict the reaction product. The product is: [NH2:32][C:24]([C:22]1[O:23][C:19]2[CH:18]=[CH:17][C:16]([C:13]3[N:12]=[C:11]([C:8]4[CH:9]=[CH:10][C:5]([O:4][CH2:1][CH2:2][CH3:3])=[C:6]([O:41][CH3:42])[CH:7]=4)[O:15][N:14]=3)=[CH:40][C:20]=2[CH:21]=1)([CH2:25][OH:26])[CH2:29][OH:28]. (3) The product is: [OH:49][C:46]1([CH2:45][CH2:44][CH2:43][O:1][C:2]2[CH:11]=[C:10]3[C:5]([C:6]([O:12][C:13]4[CH:18]=[CH:17][C:16]([N:19]([C:28]5[CH:33]=[CH:32][C:31]([F:34])=[CH:30][CH:29]=5)[C:20]([C:22]5([C:25]([NH2:27])=[O:26])[CH2:23][CH2:24]5)=[O:21])=[CH:15][C:14]=4[F:35])=[CH:7][CH:8]=[N:9]3)=[CH:4][C:3]=2[O:36][CH3:37])[CH2:48][CH2:47]1. Given the reactants [OH:1][C:2]1[CH:11]=[C:10]2[C:5]([C:6]([O:12][C:13]3[CH:18]=[CH:17][C:16]([N:19]([C:28]4[CH:33]=[CH:32][C:31]([F:34])=[CH:30][CH:29]=4)[C:20]([C:22]4([C:25]([NH2:27])=[O:26])[CH2:24][CH2:23]4)=[O:21])=[CH:15][C:14]=3[F:35])=[CH:7][CH:8]=[N:9]2)=[CH:4][C:3]=1[O:36][CH3:37].CS(O[CH2:43][CH2:44][CH2:45][C:46]1([OH:49])[CH2:48][CH2:47]1)(=O)=O.C([O-])([O-])=O.[Cs+].[Cs+], predict the reaction product. (4) Given the reactants [ClH:1].[N+:2]([C:5]1[CH:10]=[CH:9][C:8]([C:11]2[CH2:12][CH2:13][N:14](C(OC(C)(C)C)=O)[CH2:15][CH:16]=2)=[CH:7][CH:6]=1)([O-:4])=[O:3], predict the reaction product. The product is: [ClH:1].[N+:2]([C:5]1[CH:10]=[CH:9][C:8]([C:11]2[CH2:16][CH2:15][NH:14][CH2:13][CH:12]=2)=[CH:7][CH:6]=1)([O-:4])=[O:3].